Task: Predict the reactants needed to synthesize the given product.. Dataset: Full USPTO retrosynthesis dataset with 1.9M reactions from patents (1976-2016) (1) Given the product [CH:14]1([CH2:13][N:20]2[C:16](=[O:15])[N:17]([C:21]3[CH:22]=[C:23]([CH:28]=[CH:29][N:30]=3)[C:24]([O:26][CH3:27])=[O:25])[CH:18]=[N:19]2)[CH2:12][CH2:11]1, predict the reactants needed to synthesize it. The reactants are: BrCC1C=CC(F)=CC=1.Br[CH2:11][CH:12]1[CH2:14][CH2:13]1.[O:15]=[C:16]1[NH:20][N:19]=[CH:18][N:17]1[C:21]1[CH:22]=[C:23]([CH:28]=[CH:29][N:30]=1)[C:24]([O:26][CH3:27])=[O:25].C([O-])(=O)C1C=CN=CC=1. (2) Given the product [Si:43]([O:50][CH2:51][CH2:52][N:53]([CH3:54])[C:31]([C:10]1[C:9]([O:8][CH2:1][C:2]2[CH:7]=[CH:6][CH:5]=[CH:4][CH:3]=2)=[C:14]([OH:15])[N:13]=[C:12]([CH2:16][C:17]2([N:22]3[C:26]4=[N:27][CH:28]=[CH:29][CH:30]=[C:25]4[CH:24]=[CH:23]3)[CH2:18][CH2:19][CH2:20][CH2:21]2)[N:11]=1)=[O:32])([C:46]([CH3:49])([CH3:48])[CH3:47])([CH3:44])[CH3:45], predict the reactants needed to synthesize it. The reactants are: [CH2:1]([O:8][C:9]1[C:10]([C:31](O)=[O:32])=[N:11][C:12]([CH2:16][C:17]2([N:22]3[C:26]4=[N:27][CH:28]=[CH:29][CH:30]=[C:25]4[CH:24]=[CH:23]3)[CH2:21][CH2:20][CH2:19][CH2:18]2)=[N:13][C:14]=1[OH:15])[C:2]1[CH:7]=[CH:6][CH:5]=[CH:4][CH:3]=1.C(N(CC)C(C)C)(C)C.[Si:43]([O:50][CH2:51][CH2:52][NH:53][CH3:54])([C:46]([CH3:49])([CH3:48])[CH3:47])([CH3:45])[CH3:44].CN(C(ON1N=NC2C=CC=NC1=2)=[N+](C)C)C.F[P-](F)(F)(F)(F)F.